The task is: Predict the reaction yield, written as a fraction of the theoretical maximum amount of product (1.0 means a 100% yield; for example, 0.34 means a 34% yield).. This data is from Reaction yield outcomes from USPTO patents with 853,638 reactions. (1) The reactants are C(OC1C(=O)N=C(CC2(C3C=CC=CC=3)CCCC2)N2CCN(C3CC3)C(=O)C=12)C1C=CC=CC=1.[CH:36]1([CH2:39][N:40]([CH2:70][CH2:71]O)[C:41]([C:43]2[C:48]([O:49][CH2:50][C:51]3[CH:56]=[CH:55][CH:54]=[CH:53][CH:52]=3)=[C:47]([OH:57])[N:46]=[C:45]([CH2:58][C:59]3([C:64]4[CH:69]=[CH:68][CH:67]=[CH:66][CH:65]=4)[CH2:63][CH2:62][CH2:61][CH2:60]3)[N:44]=2)=[O:42])[CH2:38][CH2:37]1. No catalyst specified. The product is [CH2:50]([O:49][C:48]1[C:47](=[O:57])[N:46]=[C:45]([CH2:58][C:59]2([C:64]3[CH:69]=[CH:68][CH:67]=[CH:66][CH:65]=3)[CH2:63][CH2:62][CH2:61][CH2:60]2)[N:44]2[CH2:71][CH2:70][N:40]([CH2:39][CH:36]3[CH2:37][CH2:38]3)[C:41](=[O:42])[C:43]=12)[C:51]1[CH:56]=[CH:55][CH:54]=[CH:53][CH:52]=1. The yield is 0.450. (2) The reactants are Br[C:2]1[CH:3]=[C:4]([CH2:8][C:9]([NH:11][C:12]2[C:21]3[CH2:20][CH:19]([OH:22])[CH2:18][CH2:17][C:16]=3[CH:15]=[CH:14][CH:13]=2)=[O:10])[CH:5]=[CH:6][CH:7]=1.[C:23]1(B(O)O)[CH:28]=[CH:27][CH:26]=[CH:25][CH:24]=1.C1(C)C=CC=CC=1P(C1C=CC=CC=1C)C1C=CC=CC=1C.O.O.O.O.O.O.O.O.[OH-].[Ba+2].[OH-]. The catalyst is COCCOC.C([O-])(=O)C.[Pd+2].C([O-])(=O)C.O.C(O)C. The product is [C:2]1([C:23]2[CH:28]=[CH:27][CH:26]=[CH:25][CH:24]=2)[CH:7]=[CH:6][CH:5]=[C:4]([CH2:8][C:9]([NH:11][C:12]2[C:21]3[CH2:20][CH:19]([OH:22])[CH2:18][CH2:17][C:16]=3[CH:15]=[CH:14][CH:13]=2)=[O:10])[CH:3]=1. The yield is 0.260.